Task: Predict which catalyst facilitates the given reaction.. Dataset: Catalyst prediction with 721,799 reactions and 888 catalyst types from USPTO (1) Reactant: CC1C=CC(S(O[C@@H:12]2[C@@H:16]([OH:17])[C@@H:15]([CH2:18][OH:19])[O:14][C@@H:13]2[O:20][CH3:21])(=O)=O)=CC=1.C[O-].[Na+].C(O)(=O)C. Product: [CH3:21][O:20][C@@H:13]1[C@@H:12]2[C@H:16]([O:17]2)[C@@H:15]([CH2:18][OH:19])[O:14]1. The catalyst class is: 5. (2) The catalyst class is: 17. Product: [C:7]([O:1][CH:2]([CH3:6])[C:3]([NH2:5])=[O:4])(=[O:14])[C:8]1[CH:13]=[CH:12][CH:11]=[CH:10][CH:9]=1. Reactant: [OH:1][CH:2]([CH3:6])[C:3]([NH2:5])=[O:4].[C:7](Cl)(=[O:14])[C:8]1[CH:13]=[CH:12][CH:11]=[CH:10][CH:9]=1.C(=O)([O-])O.[Na+]. (3) Reactant: [CH3:1][O:2][C:3](=[O:36])[C:4]1[CH:9]=[CH:8][C:7]([Cl:10])=[C:6](NC(C2C(=O)OC=C3C=C4NC(S(C)(=O)=O)(C(N)=N)C=CC4=NC=23)=O)[CH:5]=1.C([Si](C)(C)OCCN)(C)(C)C. Product: [CH3:1][O:2][C:3](=[O:36])[C:4]1[CH:9]=[CH:8][C:7]([Cl:10])=[CH:6][CH:5]=1. The catalyst class is: 39. (4) Reactant: C1(C)C=CC(S(O)(=O)=O)=CC=1.[NH2:12][C@H:13]1[C@H:17]([C:18]2[CH:23]=[CH:22][C:21]([Cl:24])=[C:20]([Cl:25])[CH:19]=2)[CH2:16][N:15]([C:26]([O:28][C:29]([CH3:32])([CH3:31])[CH3:30])=[O:27])[CH2:14]1.C(N(CC)CC)C.[Cl:40][C:41]1[CH:49]=[CH:48][C:44]([C:45](Cl)=[O:46])=[CH:43][CH:42]=1.O. Product: [Cl:40][C:41]1[CH:49]=[CH:48][C:44]([C:45]([NH:12][C@H:13]2[C@H:17]([C:18]3[CH:23]=[CH:22][C:21]([Cl:24])=[C:20]([Cl:25])[CH:19]=3)[CH2:16][N:15]([C:26]([O:28][C:29]([CH3:32])([CH3:31])[CH3:30])=[O:27])[CH2:14]2)=[O:46])=[CH:43][CH:42]=1. The catalyst class is: 10. (5) Product: [Cl:26][C:27]1[N:35]=[CH:34][N:33]=[C:32]2[C:28]=1[N:29]=[CH:30][N:31]2[CH2:15][CH2:16][CH2:17][CH2:18][CH2:19][CH2:20][CH2:21][CH2:22][CH2:23][CH3:24]. The catalyst class is: 7. Reactant: N(C(OC(C)C)=O)=NC(OC(C)C)=O.[CH2:15](O)[CH2:16][CH2:17][CH2:18][CH2:19][CH2:20][CH2:21][CH2:22][CH2:23][CH3:24].[Cl:26][C:27]1[N:35]=[CH:34][N:33]=[C:32]2[C:28]=1[N:29]=[CH:30][NH:31]2.C1(P(C2C=CC=CC=2)C2C=CC=CC=2)C=CC=CC=1.